Dataset: NCI-60 drug combinations with 297,098 pairs across 59 cell lines. Task: Regression. Given two drug SMILES strings and cell line genomic features, predict the synergy score measuring deviation from expected non-interaction effect. (1) Drug 1: C1CCC(C1)C(CC#N)N2C=C(C=N2)C3=C4C=CNC4=NC=N3. Drug 2: C1=NC2=C(N1)C(=S)N=C(N2)N. Cell line: SF-268. Synergy scores: CSS=7.54, Synergy_ZIP=-5.40, Synergy_Bliss=0.682, Synergy_Loewe=-17.6, Synergy_HSA=-3.37. (2) Drug 1: CCN(CC)CCNC(=O)C1=C(NC(=C1C)C=C2C3=C(C=CC(=C3)F)NC2=O)C. Drug 2: COCCOC1=C(C=C2C(=C1)C(=NC=N2)NC3=CC=CC(=C3)C#C)OCCOC.Cl. Cell line: HT29. Synergy scores: CSS=10.6, Synergy_ZIP=-2.63, Synergy_Bliss=-1.74, Synergy_Loewe=1.11, Synergy_HSA=-2.22. (3) Drug 1: CC1=C(C=C(C=C1)NC2=NC=CC(=N2)N(C)C3=CC4=NN(C(=C4C=C3)C)C)S(=O)(=O)N.Cl. Drug 2: CC1C(C(CC(O1)OC2CC(CC3=C2C(=C4C(=C3O)C(=O)C5=C(C4=O)C(=CC=C5)OC)O)(C(=O)C)O)N)O.Cl. Cell line: HCC-2998. Synergy scores: CSS=2.33, Synergy_ZIP=4.73, Synergy_Bliss=10.8, Synergy_Loewe=-19.6, Synergy_HSA=-0.0259. (4) Drug 1: C1CCC(C(C1)N)N.C(=O)(C(=O)[O-])[O-].[Pt+4]. Drug 2: C(CN)CNCCSP(=O)(O)O. Cell line: K-562. Synergy scores: CSS=48.2, Synergy_ZIP=8.84, Synergy_Bliss=10.6, Synergy_Loewe=-45.3, Synergy_HSA=-0.340. (5) Drug 1: COC1=CC(=CC(=C1O)OC)C2C3C(COC3=O)C(C4=CC5=C(C=C24)OCO5)OC6C(C(C7C(O6)COC(O7)C8=CC=CS8)O)O. Drug 2: B(C(CC(C)C)NC(=O)C(CC1=CC=CC=C1)NC(=O)C2=NC=CN=C2)(O)O. Cell line: SN12C. Synergy scores: CSS=32.8, Synergy_ZIP=-11.9, Synergy_Bliss=-5.07, Synergy_Loewe=-2.18, Synergy_HSA=-2.35. (6) Drug 1: C1=CC(=CC=C1C#N)C(C2=CC=C(C=C2)C#N)N3C=NC=N3. Drug 2: CC(C)(C#N)C1=CC(=CC(=C1)CN2C=NC=N2)C(C)(C)C#N. Cell line: SF-268. Synergy scores: CSS=1.73, Synergy_ZIP=-0.409, Synergy_Bliss=-1.54, Synergy_Loewe=-0.424, Synergy_HSA=-3.34. (7) Drug 1: CC12CCC(CC1=CCC3C2CCC4(C3CC=C4C5=CN=CC=C5)C)O. Drug 2: CC1C(C(CC(O1)OC2CC(OC(C2O)C)OC3=CC4=CC5=C(C(=O)C(C(C5)C(C(=O)C(C(C)O)O)OC)OC6CC(C(C(O6)C)O)OC7CC(C(C(O7)C)O)OC8CC(C(C(O8)C)O)(C)O)C(=C4C(=C3C)O)O)O)O. Cell line: SF-268. Synergy scores: CSS=1.34, Synergy_ZIP=0.641, Synergy_Bliss=-0.349, Synergy_Loewe=-2.52, Synergy_HSA=-2.52. (8) Drug 1: C1CC(=O)NC(=O)C1N2CC3=C(C2=O)C=CC=C3N. Drug 2: C1=CC=C(C(=C1)C(C2=CC=C(C=C2)Cl)C(Cl)Cl)Cl. Cell line: NCI/ADR-RES. Synergy scores: CSS=5.35, Synergy_ZIP=1.20, Synergy_Bliss=1.88, Synergy_Loewe=3.00, Synergy_HSA=1.57.